Dataset: Forward reaction prediction with 1.9M reactions from USPTO patents (1976-2016). Task: Predict the product of the given reaction. (1) Given the reactants C([O:8][C:9]1[C:17]([C:18]2[CH:19]=[N:20][CH:21]=[CH:22][CH:23]=2)=[CH:16][CH:15]=[C:14]2[C:10]=1[CH2:11][C:12](=[O:25])[N:13]2[CH3:24])C1C=CC=CC=1, predict the reaction product. The product is: [OH:8][C:9]1[C:17]([C:18]2[CH:19]=[N:20][CH:21]=[CH:22][CH:23]=2)=[CH:16][CH:15]=[C:14]2[C:10]=1[CH2:11][C:12](=[O:25])[N:13]2[CH3:24]. (2) Given the reactants [Br:1][C:2]1[CH:7]=[C:6]([CH3:8])[C:5]([CH:9]2[C:13](=[O:14])[CH:12]=[CH:11][CH:10]2[OH:15])=[C:4]([CH3:16])[CH:3]=1.CC(C)=O.OS(O)(=O)=O.O=[Cr](=O)=O, predict the reaction product. The product is: [Br:1][C:2]1[CH:3]=[C:4]([CH3:16])[C:5]([CH:9]2[C:13](=[O:14])[CH:12]=[CH:11][C:10]2=[O:15])=[C:6]([CH3:8])[CH:7]=1. (3) Given the reactants Br[CH2:2][C:3]([N:5]1[CH2:10][CH2:9][O:8][CH2:7][CH2:6]1)=[O:4].[Cl:11][C:12]1[CH:20]=[CH:19][CH:18]=[C:17]2[C:13]=1[C:14]([C:21]([NH:23][CH2:24][CH:25]1[CH2:30][CH2:29][C:28]([F:32])([F:31])[CH2:27][CH2:26]1)=[O:22])=[CH:15][NH:16]2, predict the reaction product. The product is: [F:32][C:28]1([F:31])[CH2:29][CH2:30][CH:25]([CH2:24][NH:23][C:21]([C:14]2[C:13]3[C:17](=[CH:18][CH:19]=[CH:20][C:12]=3[Cl:11])[N:16]([CH2:2][C:3]([N:5]3[CH2:10][CH2:9][O:8][CH2:7][CH2:6]3)=[O:4])[CH:15]=2)=[O:22])[CH2:26][CH2:27]1. (4) The product is: [N+:14]([C:17]1[CH:18]=[N:19][N:20]([CH:2]([C:8]2[CH:13]=[CH:12][CH:11]=[CH:10][CH:9]=2)[C:3]([O:5][CH2:6][CH3:7])=[O:4])[CH:21]=1)([O-:16])=[O:15]. Given the reactants Cl[CH:2]([C:8]1[CH:13]=[CH:12][CH:11]=[CH:10][CH:9]=1)[C:3]([O:5][CH2:6][CH3:7])=[O:4].[N+:14]([C:17]1[CH:18]=[N:19][NH:20][CH:21]=1)([O-:16])=[O:15].C(=O)([O-])[O-].[Cs+].[Cs+], predict the reaction product. (5) Given the reactants C1(C)C=CC(S([O:10][CH2:11][CH2:12][CH2:13][CH:14]=[C:15]([CH3:32])[CH2:16][CH2:17][CH:18]=[C:19]([CH3:31])[CH2:20][CH2:21][CH:22]=[C:23]([CH3:30])[CH2:24][CH2:25][CH:26]=[C:27]([CH3:29])[CH3:28])(=O)=O)=CC=1.[OH:34][CH2:35][C:36]([CH2:41]O)([CH2:39][OH:40])[CH2:37][OH:38].OCC(CO)O, predict the reaction product. The product is: [CH3:32][C:15]([CH2:16][CH2:17][CH:18]=[C:19]([CH3:31])[CH2:20][CH2:21][CH:22]=[C:23]([CH3:30])[CH2:24][CH2:25][CH:26]=[C:27]([CH3:28])[CH3:29])=[CH:14][CH2:13][CH2:12][CH2:11][O:10][CH2:41][C:36]([CH2:39][OH:40])([CH2:37][OH:38])[CH2:35][OH:34]. (6) The product is: [CH2:30]([N:15]([CH2:13][CH3:14])[CH2:16][CH2:17][CH2:18][NH:19][C:20]([C:22]1[NH:23][C:24]([CH:28]=[C:7]2[C:6]3[C:10](=[CH:11][C:3]([O:2][CH3:1])=[CH:4][CH:5]=3)[NH:9][C:8]2=[O:12])=[CH:25][C:26]=1[CH3:27])=[O:21])[CH3:31]. Given the reactants [CH3:1][O:2][C:3]1[CH:11]=[C:10]2[C:6]([CH2:7][C:8](=[O:12])[NH:9]2)=[CH:5][CH:4]=1.[CH2:13]([N:15]([CH2:30][CH3:31])[CH2:16][CH2:17][CH2:18][NH:19][C:20]([C:22]1[NH:23][C:24]([CH:28]=O)=[CH:25][C:26]=1[CH3:27])=[O:21])[CH3:14], predict the reaction product. (7) Given the reactants [Cl:1][C:2]1[CH:3]=[C:4]([CH:33]=[CH:34][CH:35]=1)[O:5][C:6]1[CH:11]=[CH:10][C:9]([NH:12][C:13]2[C:14]3[N:21]([CH2:22][CH2:23][NH:24]C(=O)OC(C)(C)C)[CH:20]=[CH:19][C:15]=3[N:16]=[CH:17][N:18]=2)=[CH:8][C:7]=1[CH3:32].[ClH:36], predict the reaction product. The product is: [ClH:1].[ClH:36].[NH2:24][CH2:23][CH2:22][N:21]1[C:14]2[C:13]([NH:12][C:9]3[CH:10]=[CH:11][C:6]([O:5][C:4]4[CH:33]=[CH:34][CH:35]=[C:2]([Cl:1])[CH:3]=4)=[C:7]([CH3:32])[CH:8]=3)=[N:18][CH:17]=[N:16][C:15]=2[CH:19]=[CH:20]1. (8) Given the reactants Cl[C:2]1[C:11]2[C:6](=[CH:7][C:8]([O:16][CH2:17][CH2:18][O:19][CH3:20])=[C:9]([NH:12]C(=O)C)[CH:10]=2)[N:5]=[CH:4][C:3]=1[C:21]#[N:22].[Cl:23][C:24]1[CH:25]=[C:26]([CH:28]=[CH:29][C:30]=1[O:31][CH2:32][C:33]1[CH:38]=[CH:37][CH:36]=[CH:35][N:34]=1)[NH2:27].CS(O)(=O)=O.Cl.C(=O)([O-])[O-].[K+].[K+], predict the reaction product. The product is: [NH2:12][C:9]1[CH:10]=[C:11]2[C:6](=[CH:7][C:8]=1[O:16][CH2:17][CH2:18][O:19][CH3:20])[N:5]=[CH:4][C:3]([C:21]#[N:22])=[C:2]2[NH:27][C:26]1[CH:28]=[CH:29][C:30]([O:31][CH2:32][C:33]2[CH:38]=[CH:37][CH:36]=[CH:35][N:34]=2)=[C:24]([Cl:23])[CH:25]=1. (9) Given the reactants [NH:1]1[CH2:6][CH2:5][O:4][CH2:3][CH:2]1[C:7]([OH:9])=[O:8].Cl.[N:11]([O-])=[O:12].[Na+], predict the reaction product. The product is: [N:11]([N:1]1[CH2:6][CH2:5][O:4][CH2:3][CH:2]1[C:7]([OH:9])=[O:8])=[O:12].